This data is from Catalyst prediction with 721,799 reactions and 888 catalyst types from USPTO. The task is: Predict which catalyst facilitates the given reaction. Reactant: [F:1][C:2]1[CH:7]=[CH:6][CH:5]=[C:4]([F:8])[C:3]=1[N:9]1[C:14]2[N:15]=[C:16](S(C)(=O)=O)[N:17]=[C:18]([C:19]3[CH:20]=[C:21]([CH:28]=[CH:29][C:30]=3[CH3:31])[C:22]([NH:24][CH2:25][CH2:26][CH3:27])=[O:23])[C:13]=2[CH2:12][NH:11][C:10]1=[O:36].[NH2:37][CH2:38][CH2:39][CH2:40][N:41]([CH2:49][CH3:50])[C:42](=[O:48])[O:43][C:44]([CH3:47])([CH3:46])[CH3:45].C(N(CC)CC)C.CCOC(C)=O. Product: [F:1][C:2]1[CH:7]=[CH:6][CH:5]=[C:4]([F:8])[C:3]=1[N:9]1[C:14]2[N:15]=[C:16]([NH:37][CH2:38][CH2:39][CH2:40][N:41]([CH2:49][CH3:50])[C:42](=[O:48])[O:43][C:44]([CH3:45])([CH3:46])[CH3:47])[N:17]=[C:18]([C:19]3[CH:20]=[C:21]([C:22]([NH:24][CH2:25][CH2:26][CH3:27])=[O:23])[CH:28]=[CH:29][C:30]=3[CH3:31])[C:13]=2[CH2:12][NH:11][C:10]1=[O:36]. The catalyst class is: 3.